The task is: Predict the reactants needed to synthesize the given product.. This data is from Full USPTO retrosynthesis dataset with 1.9M reactions from patents (1976-2016). (1) Given the product [F:1][C:4]1[N:8]([C:9]2[CH:14]=[CH:13][CH:12]=[CH:11][CH:10]=2)[N:7]=[C:6]([C:15]([F:18])([F:17])[F:16])[C:5]=1[CH:19]=[O:20], predict the reactants needed to synthesize it. The reactants are: [F-:1].[K+].Cl[C:4]1[N:8]([C:9]2[CH:14]=[CH:13][CH:12]=[CH:11][CH:10]=2)[N:7]=[C:6]([C:15]([F:18])([F:17])[F:16])[C:5]=1[CH:19]=[O:20].O. (2) Given the product [C:40]([N:37]1[CH2:38][CH2:39][CH:35]([NH:34][C:32]([C:5]2[C:6]3[S:10][CH:9]=[C:8]([C:11]4[CH:16]=[CH:15][C:14]([NH:17][C:18]([C:20]5[N:21]([CH3:29])[C:22]6[C:27]([CH:28]=5)=[CH:26][CH:25]=[CH:24][CH:23]=6)=[O:19])=[C:13]([O:30][CH3:31])[CH:12]=4)[C:7]=3[C:2]([NH2:1])=[N:3][CH:4]=2)=[O:33])[CH2:36]1)(=[O:42])[CH3:41], predict the reactants needed to synthesize it. The reactants are: [NH2:1][C:2]1[C:7]2[C:8]([C:11]3[CH:16]=[CH:15][C:14]([NH:17][C:18]([C:20]4[N:21]([CH3:29])[C:22]5[C:27]([CH:28]=4)=[CH:26][CH:25]=[CH:24][CH:23]=5)=[O:19])=[C:13]([O:30][CH3:31])[CH:12]=3)=[CH:9][S:10][C:6]=2[C:5]([C:32]([NH:34][CH:35]2[CH2:39][CH2:38][NH:37][CH2:36]2)=[O:33])=[CH:4][N:3]=1.[C:40](O)(=[O:42])[CH3:41].C(=O)([O-])[O-]. (3) Given the product [F:1][C:2]([F:25])([F:26])[C:3]1[CH:24]=[CH:23][CH:22]=[CH:21][C:4]=1[CH2:5][CH:6]1[C:12]2[CH:13]=[CH:14][CH:15]=[CH:16][C:11]=2[CH2:10][CH2:9][C:8]2[CH:17]=[CH:18][CH:19]=[CH:20][C:7]1=2, predict the reactants needed to synthesize it. The reactants are: [F:1][C:2]([F:26])([F:25])[C:3]1[CH:24]=[CH:23][CH:22]=[CH:21][C:4]=1[CH:5]=[C:6]1[C:12]2[CH:13]=[CH:14][CH:15]=[CH:16][C:11]=2[CH2:10][CH2:9][C:8]2[CH:17]=[CH:18][CH:19]=[CH:20][C:7]1=2.C(OCC)(=O)C.[H][H]. (4) Given the product [C:13]1([N:19]2[C:23]3[NH:24][C:8](=[O:10])[C:7]([C:1]4[CH:2]=[CH:3][CH:4]=[CH:5][CH:6]=4)=[CH:25][C:22]=3[N:21]=[N:20]2)[CH:14]=[CH:15][CH:16]=[CH:17][CH:18]=1, predict the reactants needed to synthesize it. The reactants are: [C:1]1([CH2:7][C:8]([O:10]C)=O)[CH:6]=[CH:5][CH:4]=[CH:3][CH:2]=1.[Na].[C:13]1([N:19]2[C:23]([NH2:24])=[C:22]([CH:25]=O)[N:21]=[N:20]2)[CH:18]=[CH:17][CH:16]=[CH:15][CH:14]=1.C[Si](C)(C)[N-][Si](C)(C)C.[K+].C(O)(=O)CC(CC(O)=O)(C(O)=O)O. (5) Given the product [C:17]1([NH:16][NH:15][C:49](=[O:50])[CH2:48][C:45]2[CH:46]=[CH:47][N:42]=[CH:43][CH:44]=2)[CH:22]=[CH:21][CH:20]=[CH:19][CH:18]=1, predict the reactants needed to synthesize it. The reactants are: Cl.CN(C)CCCN=C=NCC.O.N1(O)[C:18]2[CH:19]=[CH:20][CH:21]=[CH:22][C:17]=2[N:16]=[N:15]1.C(N(CC)C(C)C)(C)C.C1(NN)C=CC=CC=1.Cl.[N:42]1[CH:47]=[CH:46][C:45]([CH2:48][C:49](O)=[O:50])=[CH:44][CH:43]=1.C(=O)(O)[O-].[Na+]. (6) Given the product [CH3:41][O:40][C:38](=[O:39])[CH:30]([O:29][C:28]1[CH:27]=[CH:26][C:25]2[C:20](=[CH:21][CH:22]=[C:23]([CH2:42][NH:43][C:11]([C:9]3[O:10][C:6]([O:5][C:4]4[CH:3]=[C:2]([Cl:1])[CH:16]=[C:15]([Cl:17])[CH:14]=4)=[CH:7][CH:8]=3)=[O:12])[CH:24]=2)[C:19]=1[Br:18])[CH2:31][C:32]1[CH:33]=[CH:34][CH:35]=[CH:36][CH:37]=1, predict the reactants needed to synthesize it. The reactants are: [Cl:1][C:2]1[CH:3]=[C:4]([CH:14]=[C:15]([Cl:17])[CH:16]=1)[O:5][C:6]1[O:10][C:9]([C:11](Cl)=[O:12])=[CH:8][CH:7]=1.[Br:18][C:19]1[C:28]([O:29][CH:30]([C:38]([O:40][CH3:41])=[O:39])[CH2:31][C:32]2[CH:37]=[CH:36][CH:35]=[CH:34][CH:33]=2)=[CH:27][CH:26]=[C:25]2[C:20]=1[CH:21]=[CH:22][C:23]([CH2:42][NH3+:43])=[CH:24]2.[Cl-].C(N(CC)CC)C. (7) Given the product [NH2:20][C:17]1[CH:18]=[C:19]2[C:14](=[CH:15][C:16]=1[O:23][CH2:24][CH:25]1[CH2:30][CH2:29][O:28][CH2:27][CH2:26]1)[N:13]=[CH:12][N:11]=[C:10]2[NH:9][C:4]1[CH:5]=[CH:6][C:7]([F:8])=[C:2]([Cl:1])[CH:3]=1, predict the reactants needed to synthesize it. The reactants are: [Cl:1][C:2]1[CH:3]=[C:4]([NH:9][C:10]2[C:19]3[C:14](=[CH:15][C:16]([O:23][CH2:24][CH:25]4[CH2:30][CH2:29][O:28][CH2:27][CH2:26]4)=[C:17]([N+:20]([O-])=O)[CH:18]=3)[N:13]=[CH:12][N:11]=2)[CH:5]=[CH:6][C:7]=1[F:8].[H][H].